From a dataset of Experimentally validated miRNA-target interactions with 360,000+ pairs, plus equal number of negative samples. Binary Classification. Given a miRNA mature sequence and a target amino acid sequence, predict their likelihood of interaction. (1) The miRNA is hsa-miR-142-3p with sequence UGUAGUGUUUCCUACUUUAUGGA. The protein sequence of the target gene is MGDTGLRKRREDEKSIQSQEPKTTSLQKELGLISGISIIVGTIIGSGIFVSPKSVLSNTEAVGPCLIIWAACGVLATLGALCFAELGTMITKSGGEYPYLMEAYGPIPAYLFSWASLIVIKPTSFAIICLSFSEYVCAPFYVGCKPPQIVVKCLAAAAILFISTVNSLSVRLGSYVQNIFTAAKLVIVAIIIISGLVLLAQGNTKNFDNSFEGAQLSVGAISLAFYNGLWAYDGWNQLNYITEELRNPYRNLPLAIIIGIPLVTACYILMNVSYFTVMTATELLQSQAVAVTFGDRVLYP.... Result: 1 (interaction). (2) The miRNA is hsa-miR-190a-3p with sequence CUAUAUAUCAAACAUAUUCCU. The protein sequence of the target gene is MWRLLARASAPLLRVPLSDSWALLPASAGVKTLLPVPSFEDVSIPEKPKLRFIERAPLVPKVRREPKNLSDIRGPSTEATEFTEGNFAILALGGGYLHWGHFEMMRLTINRSMDPKNMFAIWRVPAPFKPITRKSVGHRMGGGKGAIDHYVTPVKAGRLVVEMGGRCEFEEVQGFLDQVAHKLPFAAKAVSRGTLEKMRKDQEERERNNQNPWTFERIATANMLGIRKVLSPYDLTHKGKYWGKFYMPKRV. Result: 0 (no interaction). (3) The miRNA is mmu-miR-466f-3p with sequence CAUACACACACACAUACACAC. The protein sequence of the target gene is MEFQKSPDGGWGWVIVVVSFFTQFLSYGSPLAVGVLYVEWLDAFGEGKGKTAWVGSLASGVGLLASPVCSLFVSSFGARPVTIFSGFLVAGGLMLSSLAPNIYFLFFSYGIVVGLGCGLLYTATVTITCQYFDSRRGLALGLISTGSSVGLFIYAALQRMLIEFYGLDGCLLIVGALALNILACGSLMRPLQTSDCPFPEKTAPENVPDRYSMYNEKEKNPEETMNFQDKGYSSEDKCLPNGDWGRETSLPKSLAIAAHTKEPETYKKKVVEQTNFCKQLAKRKWQLYRNYCGETASLFK.... Result: 1 (interaction). (4) The miRNA is hsa-miR-4538 with sequence GAGCUUGGAUGAGCUGGGCUGA. The protein sequence of the target gene is MGSTKHWGEWLLNLKVAPAGVFGVAFLARVALVFYGVFQDRTLHVRYTDIDYQVFTDAARFVTEGRSPYLRATYRYTPLLGWLLTPNIYLSELFGKFLFISCDLLTAFLLYRLLLLKGLGRRQACGYCVFWLLNPLPMAVSSRGNADSIVASLVLMVLYLIKKRLVACAAVFYGFAVHMKIYPVTYILPITLHLLPDRDNDKSLRQFRYTFQACLYELLKRLCNRAVLLFVAVAGLTFFALSFGFYYEYGWEFLEHTYFYHLTRRDIRHNFSPYFYMLYLTAESKWSFSLGIAAFLPQLI.... Result: 1 (interaction). (5) The miRNA is hsa-miR-4742-3p with sequence UCUGUAUUCUCCUUUGCCUGCAG. The protein sequence of the target gene is MVLDLDLFRVDKGGDPALIRETQEKRFKDPGLVDQLVKADSEWRRCRFRADNLNKLKNLCSKTIGEKMKKKEPVGDDESVPENVLSFDDLTADALANLKVSQIKKVRLLIDEAILKCDAERIKLEAERFENLREIGNLLHPSVPISNDEDVDNKVERIWGDCTVRKKYSHVDLVVMVDGFEGEKGAVVAGSRGYFLKGVLVFLEQALIQYALRTLGSRGYIPIYTPFFMRKEVMQEVAQLSQFDEELYKVIGKGSEKSDDNSYDEKYLIATSEQPIAALHRDEWLRPEDLPIKYAGLSTC.... Result: 0 (no interaction). (6) The miRNA is mmu-miR-30a-3p with sequence CUUUCAGUCGGAUGUUUGCAGC. The protein sequence of the target gene is MAAPPDLQDEPLSLGSPGSQWFGGRGDGEDEATAVMGARPAQQDGEPAWGSGAGAGVTSSRELCSGPARSPPVAMETASTGMAAVPDALDHSPSSTLKDGEGACYTSLISDVCYPPREDSAYFTGILQKENGHITTSESPEEPETPGPSLPEVPGMEPQGLLSSDSGIEMTPAESTEVNKILADPLDQMKAEAYKYIDITRPQEAKGQEEQHPGLEDKDLDFKDKDTEVSTKAEGVRAPNQPAPVEGKLIKDHLFEESTFAPYIDELSDEQHRVSLVTAPVKITLTEIEPPLMTATQETI.... Result: 0 (no interaction). (7) The miRNA is rno-miR-335 with sequence UCAAGAGCAAUAACGAAAAAUGU. The protein sequence of the target gene is MQEPLLRTEGLDYDTFPEVPATPGERERAGALKNRRVFLATFAAVLGNFSFGYALVYTSPVIPELKLSSDPALHLDKIQASWFGSVFTLGAAAGGLSAMLLNDLLGRKLSIMFSAVPSAIGYAIMAGARGLWMLLLGRMLTGFAGGLTAACIPVYVSEIAPPDVRGALGATPQLMAVFGSLSLYALGLLLPWRWLAVAGEGPVLIMILLLSFMPNSPRFLLSKSRDEEALQALTWLRADSEVHWEFEQIQDNVRRQSSRVSWAEAREPRVYRPVLIAVLMRFLQQLTGITPILVYLQTIF.... Result: 0 (no interaction). (8) The miRNA is hsa-miR-451b with sequence UAGCAAGAGAACCAUUACCAUU. The protein sequence of the target gene is MSVACVLKRKAVLWQDSFSPHLKHHPQEPANPNMPVVLTSGTGSQAQPQPAANQALAAGTHSSPVPGSIGVAGRSQDDAMVDYFFQRQHGEQLGGGGSGGGGYNNSKHRWPTGDNIHAEHQVRSMDELNHDFQALALEGRAMGEQLLPGKKFWETDESSKDGPKGIFLGDQWRDSAWGTSDHSVSQPIMVQRRPGQSFHVNSEVNSVLSPRSESGGLGVSMVEYVLSSSPGDSCLRKGGFGPRDADSDENDKGEKKNKGTFDGDKLGDLKEEGDVMDKTNGLPVQNGIDADVKDFSRTPG.... Result: 1 (interaction). (9) The miRNA is hsa-miR-124-3p with sequence UAAGGCACGCGGUGAAUGCCAA. The protein sequence of the target gene is MAHLKRLVKLHIKRHYHKKFWKLGAVIFFFIIVLVLMQREVSVQYSKEESRMERNMKNKNKMLDLMLEAVNNIKDAMPKMQIGAPVRQNIDAGERPCLQGYYTAAELKPVLDRPPQDSNAPGASGKAFKTTNLSVEEQKEKERGEAKHCFNAFASDRISLHRDLGPDTRPPECIEQKFKRCPPLPTTSVIIVFHNEAWSTLLRTVHSVLYSSPAILLKEIILVDDASVDEYLHDKLDEYVKQFSIVKIVRQRERKGLITARLLGATVATAETLTFLDAHCECFYGWLEPLLARIAENYTA.... Result: 1 (interaction).